Dataset: Peptide-MHC class II binding affinity with 134,281 pairs from IEDB. Task: Regression. Given a peptide amino acid sequence and an MHC pseudo amino acid sequence, predict their binding affinity value. This is MHC class II binding data. (1) The peptide sequence is SQEYSGSVANKANVY. The binding affinity (normalized) is 0.462. The MHC is H-2-IAb with pseudo-sequence H-2-IAb. (2) The binding affinity (normalized) is 0.895. The MHC is DRB3_0202 with pseudo-sequence DRB3_0202. The peptide sequence is YDKFLANVSGVLTGK. (3) The peptide sequence is ALSDPYLSFAAALNG. The MHC is HLA-DPA10103-DPB10401 with pseudo-sequence HLA-DPA10103-DPB10401. The binding affinity (normalized) is 0.267. (4) The peptide sequence is SFDLELSWNLNGLQAY. The MHC is HLA-DQA10301-DQB10302 with pseudo-sequence HLA-DQA10301-DQB10302. The binding affinity (normalized) is 0.409. (5) The peptide sequence is HVGAKQENWNTDIKT. The MHC is HLA-DQA10102-DQB10501 with pseudo-sequence HLA-DQA10102-DQB10501. The binding affinity (normalized) is 0. (6) The MHC is DRB1_1101 with pseudo-sequence DRB1_1101. The binding affinity (normalized) is 0.414. The peptide sequence is GELQIVDKIDMAFKI. (7) The peptide sequence is KFYFNKRLNQLTR. The MHC is HLA-DQA10101-DQB10501 with pseudo-sequence HLA-DQA10101-DQB10501. The binding affinity (normalized) is 0.153.